Predict the reactants needed to synthesize the given product. From a dataset of Full USPTO retrosynthesis dataset with 1.9M reactions from patents (1976-2016). (1) Given the product [CH3:28][N:29]([CH3:30])[CH2:20][C:19]#[C:18][C:16]1[CH:15]=[CH:14][C:13]2[C:9]([C:6]3[CH:7]=[CH:8][C:3]([C:2]([F:27])([F:26])[F:1])=[CH:4][CH:5]=3)=[N:10][S:11][C:12]=2[CH:17]=1, predict the reactants needed to synthesize it. The reactants are: [F:1][C:2]([F:27])([F:26])[C:3]1[CH:8]=[CH:7][C:6]([C:9]2[C:13]3[CH:14]=[CH:15][C:16]([C:18]#[C:19][CH2:20]OS(C)(=O)=O)=[CH:17][C:12]=3[S:11][N:10]=2)=[CH:5][CH:4]=1.[CH3:28][NH:29][CH3:30]. (2) The reactants are: [Mg].Br[C:3]1[CH:8]=[CH:7][C:6]([O:9][CH2:10][CH3:11])=[C:5]([Cl:12])[C:4]=1[F:13].[B:14](OC)([O:17]C)[O:15]C.Cl. Given the product [Cl:12][C:5]1[C:4]([F:13])=[C:3]([B:14]([OH:17])[OH:15])[CH:8]=[CH:7][C:6]=1[O:9][CH2:10][CH3:11], predict the reactants needed to synthesize it. (3) The reactants are: [CH3:1][CH:2]([N:4]1[C:12]([CH:13]=[CH:14][CH:15]([OH:27])[CH2:16][CH:17]([OH:26])[CH2:18][C:19]([O:21]C(C)(C)C)=[O:20])=[C:11]([C:28]2[CH:33]=[CH:32][C:31]([F:34])=[CH:30][CH:29]=2)[C:10]2[C:5]1=[CH:6][CH:7]=[CH:8][CH:9]=2)[CH3:3].O.[OH-].[Na+:37]. Given the product [CH3:3][CH:2]([N:4]1[C:12](/[CH:13]=[CH:14]/[CH:15]([OH:27])[CH2:16][CH:17]([OH:26])[CH2:18][C:19]([O-:21])=[O:20])=[C:11]([C:28]2[CH:29]=[CH:30][C:31]([F:34])=[CH:32][CH:33]=2)[C:10]2[CH:9]=[CH:8][CH:7]=[CH:6][C:5]1=2)[CH3:1].[Na+:37], predict the reactants needed to synthesize it. (4) Given the product [F:1][C:2]1[CH:7]=[C:6]([I:8])[CH:5]=[CH:4][C:3]=1[NH:9][C:10]1[CH:11]=[N+:12]([O-:41])[CH:13]=[CH:14][C:15]=1[C:16]([N:18]1[CH2:21][C:20]([C@@H:23]2[CH2:28][CH2:27][CH2:26][CH2:25][N:24]2[C:29]([O:31][C:32]([CH3:35])([CH3:34])[CH3:33])=[O:30])([OH:22])[CH2:19]1)=[O:17], predict the reactants needed to synthesize it. The reactants are: [F:1][C:2]1[CH:7]=[C:6]([I:8])[CH:5]=[CH:4][C:3]=1[NH:9][C:10]1[CH:11]=[N:12][CH:13]=[CH:14][C:15]=1[C:16]([N:18]1[CH2:21][C:20]([C@@H:23]2[CH2:28][CH2:27][CH2:26][CH2:25][N:24]2[C:29]([O:31][C:32]([CH3:35])([CH3:34])[CH3:33])=[O:30])([OH:22])[CH2:19]1)=[O:17].ClC1C=C(C=CC=1)C(OO)=[O:41].